This data is from Full USPTO retrosynthesis dataset with 1.9M reactions from patents (1976-2016). The task is: Predict the reactants needed to synthesize the given product. (1) Given the product [Br:1][C:2]1[CH:3]=[CH:4][C:5]([C:8]2[CH:13]=[CH:12][C:11]([NH:14][C:15]([NH:44][C:45]3[CH:65]=[CH:64][C:48]([O:49][C:50]4[CH:55]=[CH:54][N:53]=[C:52]([NH:56][CH2:57][CH2:58][CH2:59][CH2:60][N:61]([CH3:63])[CH3:62])[N:51]=4)=[CH:47][C:46]=3[C:66]([F:68])([F:69])[F:67])=[O:16])=[CH:10][C:9]=2[C:40]([F:41])([F:42])[F:43])=[CH:6][CH:7]=1, predict the reactants needed to synthesize it. The reactants are: [Br:1][C:2]1[CH:7]=[CH:6][C:5]([C:8]2[CH:13]=[CH:12][C:11]([NH:14][C:15](NC3C=CC(OC4C=CN=C(NCCCCN(C)C)N=4)=CC=3C)=[O:16])=[CH:10][C:9]=2[C:40]([F:43])([F:42])[F:41])=[CH:4][CH:3]=1.[NH2:44][C:45]1[CH:65]=[CH:64][C:48]([O:49][C:50]2[CH:55]=[CH:54][N:53]=[C:52]([NH:56][CH2:57][CH2:58][CH2:59][CH2:60][N:61]([CH3:63])[CH3:62])[N:51]=2)=[CH:47][C:46]=1[C:66]([F:69])([F:68])[F:67]. (2) Given the product [CH2:29]([C:26]1([OH:28])[CH2:25][CH:9]2[CH:10]([C:15]3[CH:16]=[CH:17][C:18]([O:21][CH2:22][O:23][CH3:24])=[CH:19][CH:20]=3)[O:11][C:12]3[CH:13]=[CH:14][C:5]([O:4][CH2:3][O:2][CH3:1])=[CH:6][C:7]=3[CH:8]2[CH2:27]1)[CH3:30], predict the reactants needed to synthesize it. The reactants are: [CH3:1][O:2][CH2:3][O:4][C:5]1[CH:14]=[CH:13][C:12]2[O:11][CH:10]([C:15]3[CH:20]=[CH:19][C:18]([O:21][CH2:22][O:23][CH3:24])=[CH:17][CH:16]=3)[CH:9]3[CH2:25][C:26](=[O:28])[CH2:27][CH:8]3[C:7]=2[CH:6]=1.[CH2:29]([Mg]Cl)[CH3:30].